From a dataset of Forward reaction prediction with 1.9M reactions from USPTO patents (1976-2016). Predict the product of the given reaction. Given the reactants C([O:8][CH2:9][CH2:10][CH2:11][CH2:12][O:13][C:14]1([C:40]2[CH:45]=[CH:44][CH:43]=[CH:42][C:41]=2[CH3:46])[CH2:17][N:16]([C:18](=[O:39])[C@H:19]([NH:29][C:30](=[O:38])[CH2:31][CH2:32][C:33]2[N:34]=[CH:35][NH:36][CH:37]=2)[CH2:20][C:21]2[CH:26]=[CH:25][C:24]([O:27][CH3:28])=[CH:23][CH:22]=2)[CH2:15]1)C1C=CC=CC=1.C, predict the reaction product. The product is: [OH:8][CH2:9][CH2:10][CH2:11][CH2:12][O:13][C:14]1([C:40]2[CH:45]=[CH:44][CH:43]=[CH:42][C:41]=2[CH3:46])[CH2:15][N:16]([C:18](=[O:39])[C@H:19]([NH:29][C:30](=[O:38])[CH2:31][CH2:32][C:33]2[N:34]=[CH:35][NH:36][CH:37]=2)[CH2:20][C:21]2[CH:22]=[CH:23][C:24]([O:27][CH3:28])=[CH:25][CH:26]=2)[CH2:17]1.